Dataset: Full USPTO retrosynthesis dataset with 1.9M reactions from patents (1976-2016). Task: Predict the reactants needed to synthesize the given product. (1) Given the product [Br:1][C:2]1[CH:3]=[C:4]([CH:5]=[C:6]([C:8]([F:11])([F:10])[F:9])[CH:7]=1)[CH2:12][O:14][CH2:15][C:16]1([C:29]2[CH:30]=[N:31][CH:32]=[CH:33][CH:34]=2)[CH2:17][CH2:18][N:19]([C:22]([O:24][C:25]([CH3:27])([CH3:28])[CH3:26])=[O:23])[CH2:20][CH2:21]1, predict the reactants needed to synthesize it. The reactants are: [Br:1][C:2]1[CH:7]=[C:6]([C:8]([F:11])([F:10])[F:9])[CH:5]=[C:4]([CH2:12]Br)[CH:3]=1.[OH:14][CH2:15][C:16]1([C:29]2[CH:30]=[N:31][CH:32]=[CH:33][CH:34]=2)[CH2:21][CH2:20][N:19]([C:22]([O:24][C:25]([CH3:28])([CH3:27])[CH3:26])=[O:23])[CH2:18][CH2:17]1.CC(C)([O-])C.[Na+].CO. (2) Given the product [F:1][C:2]1[CH:7]=[C:6]([F:8])[CH:5]=[CH:4][C:3]=1[N:9]1[C:13]([C:14]2[CH:19]=[CH:18][C:17]3=[N:20][O:21][C:31]([C:28]4[CH:27]=[CH:26][C:25]([C:24]([F:23])([F:34])[F:35])=[CH:30][CH:29]=4)=[C:16]3[CH:15]=2)=[CH:12][CH:11]=[N:10]1, predict the reactants needed to synthesize it. The reactants are: [F:1][C:2]1[CH:7]=[C:6]([F:8])[CH:5]=[CH:4][C:3]=1[N:9]1[C:13]([C:14]2[CH:19]=[CH:18][C:17]([N+:20]([O-])=[O:21])=[CH:16][CH:15]=2)=[CH:12][CH:11]=[N:10]1.[F:23][C:24]([F:35])([F:34])[C:25]1[CH:30]=[CH:29][C:28]([CH2:31]C#N)=[CH:27][CH:26]=1.